From a dataset of Catalyst prediction with 721,799 reactions and 888 catalyst types from USPTO. Predict which catalyst facilitates the given reaction. (1) Reactant: C([N:8]1[CH2:12][C@H:11]([C:13]2[CH:18]=[CH:17][C:16]([Cl:19])=[C:15]([F:20])[CH:14]=2)[C@@H:10]([C@@H:21]([O:23][C:24]2[CH:29]=[CH:28][C:27]([Cl:30])=[CH:26][N:25]=2)[CH3:22])[CH2:9]1)C1C=CC=CC=1.ClC(OC(Cl)C)=O.CCN(C(C)C)C(C)C. Product: [Cl:30][C:27]1[CH:28]=[CH:29][C:24]([O:23][C@H:21]([C@@H:10]2[C@@H:11]([C:13]3[CH:18]=[CH:17][C:16]([Cl:19])=[C:15]([F:20])[CH:14]=3)[CH2:12][NH:8][CH2:9]2)[CH3:22])=[N:25][CH:26]=1. The catalyst class is: 11. (2) Reactant: [O:1]1[CH2:5][CH2:4][CH2:3][CH2:2]1.BrC1C=C[C:10]([S:13][C:14]2[CH:19]=[CH:18][CH:17]=[CH:16][CH:15]=2)=[N:11][CH:12]=1.C([Li])CCC.CN(C)C=O. Product: [C:14]1([S:13][C:10]2[N:11]=[CH:12][C:4]([CH:5]=[O:1])=[CH:3][CH:2]=2)[CH:19]=[CH:18][CH:17]=[CH:16][CH:15]=1. The catalyst class is: 6. (3) Reactant: [NH:1]1[C:5]2([CH2:10][CH2:9][CH2:8][N:7]([C:11]3[C:12]4[CH:19]=[CH:18][NH:17][C:13]=4[N:14]=[CH:15][N:16]=3)[CH2:6]2)[CH2:4][CH2:3][CH2:2]1.CC1N([C:26]([CH2:28][C:29]#[N:30])=[O:27])N=C(C)C=1.C(N(CC)C(C)C)(C)C.C(=O)(O)[O-].[Na+]. Product: [O:27]=[C:26]([N:1]1[C:5]2([CH2:10][CH2:9][CH2:8][N:7]([C:11]3[C:12]4[CH:19]=[CH:18][NH:17][C:13]=4[N:14]=[CH:15][N:16]=3)[CH2:6]2)[CH2:4][CH2:3][CH2:2]1)[CH2:28][C:29]#[N:30]. The catalyst class is: 12. (4) Reactant: [NH2:1][CH:2]1[C:11]2[CH:10]=[N:9][CH:8]=[C:7]([C:12]3[CH:19]=[CH:18][C:15]([C:16]#[N:17])=[CH:14][CH:13]=3)[C:6]=2[CH2:5][CH2:4][CH2:3]1.[C:20](Cl)(=[O:22])[CH3:21].CCN(CC)CC.CO. Product: [C:16]([C:15]1[CH:14]=[CH:13][C:12]([C:7]2[C:6]3[CH2:5][CH2:4][CH2:3][CH:2]([NH:1][C:20](=[O:22])[CH3:21])[C:11]=3[CH:10]=[N:9][CH:8]=2)=[CH:19][CH:18]=1)#[N:17]. The catalyst class is: 2. (5) Reactant: [CH3:1][N:2]1[C:7]2[CH:8]=[CH:9][C:10]([CH:12]([C:14]3([C:20]4[CH:25]=[CH:24][CH:23]=[CH:22][CH:21]=4)SCCCS3)[OH:13])=[CH:11][C:6]=2[O:5][CH2:4][CH2:3]1.C([OH:30])(C)(C)C.C(OI1(OC(=O)C)(OC(=O)C)C2C=CC=CC=2C(=O)O1)(=O)C. Product: [CH3:1][N:2]1[C:7]2[CH:8]=[CH:9][C:10]([C:12](=[O:13])[C:14]([C:20]3[CH:25]=[CH:24][CH:23]=[CH:22][CH:21]=3)=[O:30])=[CH:11][C:6]=2[O:5][CH2:4][CH2:3]1. The catalyst class is: 4. (6) Reactant: [F:1][C:2]([F:19])([F:18])[C:3]([N:5]1[CH2:11][CH2:10][C:9]2[CH:12]=[CH:13][C:14]([CH:16]=O)=[CH:15][C:8]=2[CH2:7][CH2:6]1)=[O:4].Cl.[NH2:21][OH:22]. Product: [F:1][C:2]([F:19])([F:18])[C:3]([N:5]1[CH2:11][CH2:10][C:9]2[CH:12]=[CH:13][C:14]([CH:16]=[N:21][OH:22])=[CH:15][C:8]=2[CH2:7][CH2:6]1)=[O:4]. The catalyst class is: 17. (7) Reactant: [Cl:1][C:2]1[CH:3]=[CH:4][C:5]2[N:11]3[CH:12]=[CH:13][CH:14]=[C:10]3[C@@H:9]([CH2:15][CH2:16][N:17]3[CH:21]=[C:20]([CH2:22][OH:23])[N:19]=[N:18]3)[O:8][C@H:7]([C:24]3[CH:29]=[CH:28][CH:27]=[C:26]([O:30][CH3:31])[C:25]=3[O:32][CH3:33])[C:6]=2[CH:34]=1.C(N(CC)CC)C.[CH3:42][S:43](Cl)(=[O:45])=[O:44].C(=O)(O)[O-].[Na+]. Product: [CH3:42][S:43]([O:23][CH2:22][C:20]1[N:19]=[N:18][N:17]([CH2:16][CH2:15][C@H:9]2[O:8][C@H:7]([C:24]3[CH:29]=[CH:28][CH:27]=[C:26]([O:30][CH3:31])[C:25]=3[O:32][CH3:33])[C:6]3[CH:34]=[C:2]([Cl:1])[CH:3]=[CH:4][C:5]=3[N:11]3[CH:12]=[CH:13][CH:14]=[C:10]23)[CH:21]=1)(=[O:45])=[O:44]. The catalyst class is: 4. (8) Reactant: C(N(C(C)C)CC)(C)C.[C:10]([O:14][C:15](=[O:23])[NH:16][CH:17]1[CH2:22][CH2:21][NH:20][CH2:19][CH2:18]1)([CH3:13])([CH3:12])[CH3:11].[Cl:24][C:25]1[CH:26]=[C:27]([S:34](Cl)(=[O:36])=[O:35])[CH:28]=[CH:29][C:30]=1[N+:31]([O-:33])=[O:32]. Product: [C:10]([O:14][C:15](=[O:23])[NH:16][CH:17]1[CH2:22][CH2:21][N:20]([S:34]([C:27]2[CH:28]=[CH:29][C:30]([N+:31]([O-:33])=[O:32])=[C:25]([Cl:24])[CH:26]=2)(=[O:36])=[O:35])[CH2:19][CH2:18]1)([CH3:13])([CH3:11])[CH3:12]. The catalyst class is: 2. (9) Reactant: [C:1]([O:5][C:6](=[O:32])[NH:7][C@H:8]1[CH2:13][CH2:12][C@@H:11]([NH:14][C:15]([C:17]2[C:18]([NH:24][C:25]3[CH:30]=[CH:29][CH:28]=[C:27]([I:31])[CH:26]=3)=[N:19][CH:20]=[C:21]([F:23])[CH:22]=2)=[O:16])[CH2:10][CH2:9]1)([CH3:4])([CH3:3])[CH3:2].[C:33](N1C=CN=C1)(N1C=CN=C1)=[O:34].[H-].[Na+].O. Product: [C:1]([O:5][C:6](=[O:32])[NH:7][C@H:8]1[CH2:13][CH2:12][C@@H:11]([N:14]2[C:15](=[O:16])[C:17]3[CH:22]=[C:21]([F:23])[CH:20]=[N:19][C:18]=3[N:24]([C:25]3[CH:30]=[CH:29][CH:28]=[C:27]([I:31])[CH:26]=3)[C:33]2=[O:34])[CH2:10][CH2:9]1)([CH3:4])([CH3:2])[CH3:3]. The catalyst class is: 37.